Dataset: Experimentally validated miRNA-target interactions with 360,000+ pairs, plus equal number of negative samples. Task: Binary Classification. Given a miRNA mature sequence and a target amino acid sequence, predict their likelihood of interaction. (1) The miRNA is hsa-miR-4310 with sequence GCAGCAUUCAUGUCCC. The protein sequence of the target gene is MAQGPSQCPALLGAPASTTDGTQEARVPLDGAFWIPRPPAGSPKGCFACVSKPPALQAAAAPAPEPSASPPMAPTLFPMESKSSKTDSVRASGVPQACKHLAEKKTMTNPTTVIEVYPDTTEVNDYYLWSIFNFVYLNFCCLGFIALAYSLKVRDKKLLNDLNGAVEDAKTARLFNITSSALAASCIILIFIFLRYPLTDY. Result: 0 (no interaction). (2) The miRNA is rno-miR-542-3p with sequence UGUGACAGAUUGAUAACUGAAA. The protein sequence of the target gene is MSGESSRSLGKGSAPPGPVPEGQIRVYSMRFCPFAQRTLMVLKAKGIRHEVININLKNKPEWFFEKNPLGLVPVLENSQGHLVTESVITCEYLDEAYPEKKLFPDDPYKKARQKMTLESFSKVPPLIASFVRSKRKEDSPNLREALENEFKKLEEGMDNYKSFLGGDSPSMVDYLTWPWFQRLEALELKECLAHTPKLKLWMAAMQQDPVASSHKIDAKTYREYLNLYLQDSPEACDYGL. Result: 0 (no interaction). (3) The miRNA is mmu-miR-465c-3p with sequence GAUCAGGGCCUUUCUAAGUAGA. The protein sequence of the target gene is MEEEAETEEQQRFSYQQRLKAAVHYTVGCLCEEVALDKEMQFSKQTIAAISELTFRQCENFAKDLEMFARHAKRTTINTEDVKLLARRSNSLLKYITDKSEEIAQINLERKAQKKKKSEDGSKNSRQPAEAGVVESEN. Result: 0 (no interaction). (4) The miRNA is hsa-miR-6758-3p with sequence ACUCAUUCUCCUCUGUCCAG. The protein sequence of the target gene is MASSEVARHLLFQSHMATKTTCMSSQGSDDEQIKRENIRSLTMSGHVGFESLPDQLVNRSIQQGFCFNILCVGETGIGKSTLIDTLFNTNFEDYESSHFCPNVKLKAQTYELQESNVQLKLTIVNTVGFGDQINKEESYQPIVDYIDAQFEAYLQEELKIKRSLFTYHDSRIHVCLYFISPTGHSLKTLDLLTMKNLDSKVNIIPVIAKADTVSKTELQKFKIKLMSELVSNGVQIYQFPTDDDTIAKVNAAMNGQLPFAVVGSMDEVKVGNKMVKARQYPWGVVQVENENHCDFVKLRE.... Result: 0 (no interaction). (5) The miRNA is hsa-miR-663a with sequence AGGCGGGGCGCCGCGGGACCGC. The protein sequence of the target gene is MAAELVEAKNMVMSFRVSDLQMLLGFVGRSKSGLKHELVTRALQLVQFDCSPELFKKIKELYETRYAKKNSEPAPQPHRPLDPLTMHSTYDRAGAVPRTPLAGPNIDYPVLYGKYLNGLGRLPAKTLKPEVRLVKLPFFNMLDELLKPTELVPQNNEKLQESPCIFALTPRQVELIRNSRELQPGVKAVQVVLRICYSDTSCPQEDQYPPNIAVKVNHSYCSVPGYYPSNKPGVEPKRPCRPINLTHLMYLSSATNRITVTWGNYGKSYSVALYLVRQLTSSELLQRLKTIGVKHPELCK.... Result: 1 (interaction). (6) The miRNA is hsa-miR-7-2-3p with sequence CAACAAAUCCCAGUCUACCUAA. The protein sequence of the target gene is MPCRREEEEEAGEEAEGEEEEEDSFLLLQQSVALGSSGEVDRLVAQIGETLQLDAAQHSPASPCGPPGAPLRAPGPLAAAVPADKARSPAVPLLLPPALAETVGPAPPGVLRCALGDRGRVRGRAAPYCVAELATGPSALSPLPPQADLDGPPGAGKQGIPQPLSGPCRRGWLRGAAASRRLQQRRGSQPETRTGDDDPHRLLQQLVLSGNLIKEAVRRLHSRRLQLRAKLPQRPLLGPLSAPVHEPPSPRSPRAACSDPGASGRAQLRTGDGVLVPGS. Result: 0 (no interaction). (7) The miRNA is mmu-miR-466l-5p with sequence UUGUGUGUACAUGUACAUGUAU. The protein sequence of the target gene is MASAEPLTALSRWYLYAIHGYFCEVMFTAAWEFVVNLNWKFPGVTSVWALFIYGTSILIVERMYLRLRGRCPLLLRCLIYTLWTYLWEFTTGFILRQFNACPWDYSQFDFDFMGLITLEYAVPWFCGALIMEQFIIRNTLRLRFDKDAEPGEPSGALALANGHVKTD. Result: 0 (no interaction).